From a dataset of Reaction yield outcomes from USPTO patents with 853,638 reactions. Predict the reaction yield, written as a fraction of the theoretical maximum amount of product (1.0 means a 100% yield; for example, 0.34 means a 34% yield). (1) The yield is 0.600. The reactants are [O:1]=[C:2]1[CH2:10][CH2:9][CH2:8][C:7]2[NH:6][CH:5]=[C:4]([CH2:11][CH2:12][C:13]([OH:15])=O)[C:3]1=2.[C:16](N1C=CN=C1)([N:18]1C=CN=[CH:19]1)=O.CNC. The product is [CH3:16][N:18]([CH3:19])[C:13](=[O:15])[CH2:12][CH2:11][C:4]1[C:3]2[C:2](=[O:1])[CH2:10][CH2:9][CH2:8][C:7]=2[NH:6][CH:5]=1. The catalyst is ClCCl.O1CCCC1. (2) The reactants are [CH3:1][N:2]1[C:10]2[N:5]([C:6](=[O:12])[NH:7][C:8](=O)[CH:9]=2)[CH2:4][CH2:3]1.O=P(Cl)(Cl)[Cl:15]. No catalyst specified. The product is [Cl:15][C:8]1[CH:9]=[C:10]2[N:2]([CH3:1])[CH2:3][CH2:4][N:5]2[C:6](=[O:12])[N:7]=1. The yield is 0.930. (3) The reactants are Cl[C:2]1[N:7]=[C:6]([CH3:8])[C:5]([CH:9]([CH2:14][CH2:15][CH3:16])[C:10]([O:12][CH3:13])=[O:11])=[C:4]([C:17]2[CH:22]=[CH:21][C:20]([CH3:23])=[CH:19][CH:18]=2)[N:3]=1.[CH2:24]([NH2:31])[C:25]1[CH:30]=[CH:29][CH:28]=[CH:27][CH:26]=1. The catalyst is C(O)(C)C. The product is [CH2:24]([NH:31][C:2]1[N:7]=[C:6]([CH3:8])[C:5]([CH:9]([CH2:14][CH2:15][CH3:16])[C:10]([O:12][CH3:13])=[O:11])=[C:4]([C:17]2[CH:22]=[CH:21][C:20]([CH3:23])=[CH:19][CH:18]=2)[N:3]=1)[C:25]1[CH:30]=[CH:29][CH:28]=[CH:27][CH:26]=1. The yield is 0.330. (4) The reactants are [F:1][C:2]([F:26])([F:25])[C:3]1[NH:4][C:5]([C:16]2[CH:21]=[CH:20][C:19]([O:22][CH3:23])=[C:18]([CH3:24])[CH:17]=2)=[C:6]([C:8]2[CH:13]=[CH:12][C:11](SC)=[CH:10][CH:9]=2)[N:7]=1.O[O:28][S:29]([O-:31])=O.[K+].O1CCC[CH2:34]1.O. The catalyst is CO. The product is [CH3:23][O:22][C:19]1[CH:20]=[CH:21][C:16]([C:5]2[N:4]=[C:3]([C:2]([F:26])([F:25])[F:1])[NH:7][C:6]=2[C:8]2[CH:13]=[CH:12][C:11]([S:29]([CH3:34])(=[O:31])=[O:28])=[CH:10][CH:9]=2)=[CH:17][C:18]=1[CH3:24]. The yield is 0.750. (5) The reactants are [Cl:1][C:2]1[N:10]=[C:9]2[C:5]([N:6]=[C:7]([C:17]3([OH:21])[CH2:20][O:19][CH2:18]3)[N:8]2C2CCCCO2)=[C:4]([N:22]2[CH2:27][CH2:26][O:25][CH2:24][CH2:23]2)[N:3]=1.C1(C)C=CC(S(O)(=O)=O)=CC=1. The catalyst is CO. The product is [Cl:1][C:2]1[N:10]=[C:9]2[C:5]([N:6]=[C:7]([C:17]3([OH:21])[CH2:20][O:19][CH2:18]3)[NH:8]2)=[C:4]([N:22]2[CH2:23][CH2:24][O:25][CH2:26][CH2:27]2)[N:3]=1. The yield is 0.840. (6) The reactants are [Cl:1][C:2]1[CH:7]=[C:6]([C:8]([F:11])([F:10])[F:9])[N:5]=[C:4]([C:12]2[CH:17]=[CH:16][N:15]=[CH:14][CH:13]=2)[N:3]=1.[CH3:18][C:19]1[CH:25]=[CH:24][C:23]([CH3:26])=[CH:22][C:20]=1[NH2:21].Cl. The catalyst is O.C(O)C. The product is [ClH:1].[CH3:18][C:19]1[CH:25]=[CH:24][C:23]([CH3:26])=[CH:22][C:20]=1[NH:21][C:2]1[CH:7]=[C:6]([C:8]([F:11])([F:10])[F:9])[N:5]=[C:4]([C:12]2[CH:17]=[CH:16][N:15]=[CH:14][CH:13]=2)[N:3]=1. The yield is 0.420. (7) The reactants are [NH2:1][C:2]1[CH:3]=[N:4][CH:5]=[C:6]([Br:8])[CH:7]=1.N1C=CC=CC=1.[C:15](Cl)(=[O:19])[CH:16]([CH3:18])[CH3:17]. The catalyst is C(Cl)Cl. The product is [Br:8][C:6]1[CH:7]=[C:2]([NH:1][C:15](=[O:19])[CH:16]([CH3:18])[CH3:17])[CH:3]=[N:4][CH:5]=1. The yield is 0.710.